This data is from Forward reaction prediction with 1.9M reactions from USPTO patents (1976-2016). The task is: Predict the product of the given reaction. Given the reactants [C:1]([Si:5](Cl)([C:12]1[CH:17]=[CH:16][CH:15]=[CH:14][CH:13]=1)[C:6]1[CH:11]=[CH:10][CH:9]=[CH:8][CH:7]=1)([CH3:4])([CH3:3])[CH3:2].[OH:19][CH2:20][C@H:21]([CH3:27])[CH2:22][C:23]([O:25][CH3:26])=[O:24].N1C=CN=C1.O, predict the reaction product. The product is: [Si:5]([O:19][CH2:20][C@H:21]([CH3:27])[CH2:22][C:23]([O:25][CH3:26])=[O:24])([C:1]([CH3:4])([CH3:3])[CH3:2])([C:12]1[CH:17]=[CH:16][CH:15]=[CH:14][CH:13]=1)[C:6]1[CH:11]=[CH:10][CH:9]=[CH:8][CH:7]=1.